This data is from Forward reaction prediction with 1.9M reactions from USPTO patents (1976-2016). The task is: Predict the product of the given reaction. (1) Given the reactants [CH:1]1([SH:6])[CH2:5][CH2:4][CH2:3][CH2:2]1.[H-].[Na+].Cl[CH2:10][C:11](=[O:13])[CH3:12], predict the reaction product. The product is: [CH:1]1([S:6][CH2:10][C:11](=[O:13])[CH3:12])[CH2:5][CH2:4][CH2:3][CH2:2]1. (2) Given the reactants [F:1][C:2]1[CH:7]=[C:6]([I:8])[CH:5]=[CH:4][C:3]=1[NH:9][C:10]1[CH:26]=[N:25][CH:24]=[CH:23][C:11]=1[C:12]([NH:14][NH:15]C(OC(C)(C)C)=O)=[O:13].C(O)(C(F)(F)F)=O.C(Cl)[Cl:35], predict the reaction product. The product is: [ClH:35].[F:1][C:2]1[CH:7]=[C:6]([I:8])[CH:5]=[CH:4][C:3]=1[NH:9][C:10]1[CH:26]=[N:25][CH:24]=[CH:23][C:11]=1[C:12]([NH:14][NH2:15])=[O:13]. (3) Given the reactants [CH3:1][C:2]([O:5][C:6]([N:8]1[CH2:13][CH2:12][CH:11]([NH:14][C:15]2[C:20]([C:21]([O:23][CH2:24][CH3:25])=[O:22])=[C:19]([CH2:26]C)[N:18]=[C:17]3[N:28]([CH2:31][CH3:32])[N:29]=[CH:30][C:16]=23)[CH2:10][CH2:9]1)=[O:7])([CH3:4])[CH3:3].ClC1C(C(OCC)=O)=C(C)N=C2N(CC)N=CC=12.NC1CCN(C(OC(C)(C)C)=O)CC1, predict the reaction product. The product is: [CH3:1][C:2]([O:5][C:6]([N:8]1[CH2:13][CH2:12][CH:11]([NH:14][C:15]2[C:20]([C:21]([O:23][CH2:24][CH3:25])=[O:22])=[C:19]([CH3:26])[N:18]=[C:17]3[N:28]([CH2:31][CH3:32])[N:29]=[CH:30][C:16]=23)[CH2:10][CH2:9]1)=[O:7])([CH3:3])[CH3:4]. (4) Given the reactants Cl[C:2]1[N:19]=[CH:18][C:17]([C:20]([F:23])([F:22])[F:21])=[CH:16][C:3]=1[C:4]([NH:6][C@H:7]([C:9]1[CH:14]=[CH:13][C:12]([F:15])=[CH:11][CH:10]=1)[CH3:8])=[O:5].[NH:24]1[C:28]2=[N:29][CH:30]=[C:31]([C:33]3[CH:40]=[CH:39][C:36]([CH2:37][NH2:38])=[CH:35][CH:34]=3)[CH:32]=[C:27]2[CH:26]=[N:25]1.CS(C)=O.C(N(CC)CC)C, predict the reaction product. The product is: [F:15][C:12]1[CH:13]=[CH:14][C:9]([C@@H:7]([NH:6][C:4](=[O:5])[C:3]2[CH:16]=[C:17]([C:20]([F:23])([F:22])[F:21])[CH:18]=[N:19][C:2]=2[NH:38][CH2:37][C:36]2[CH:35]=[CH:34][C:33]([C:31]3[CH:32]=[C:27]4[CH:26]=[N:25][NH:24][C:28]4=[N:29][CH:30]=3)=[CH:40][CH:39]=2)[CH3:8])=[CH:10][CH:11]=1. (5) Given the reactants Br[C:2]1[C:10]([O:11][CH3:12])=[CH:9][C:8]([O:13][CH3:14])=[C:7]2[C:3]=1[CH2:4][N:5]([CH2:15][C:16]1[CH:21]=[CH:20][C:19]([Cl:22])=[CH:18][CH:17]=1)[CH2:6]2.C([SnH](CCCC)CCCC)CCC.[F-].[K+], predict the reaction product. The product is: [CH3:12][O:11][C:10]1[CH:2]=[C:3]2[C:7](=[C:8]([O:13][CH3:14])[CH:9]=1)[CH2:6][N:5]([CH2:15][C:16]1[CH:21]=[CH:20][C:19]([Cl:22])=[CH:18][CH:17]=1)[CH2:4]2. (6) The product is: [CH3:11][C:9]1[CH:10]=[C:2]2[C:3]([C:4](=[O:5])[NH:6][CH:12]=[N:1]2)=[CH:7][CH:8]=1. Given the reactants [NH2:1][C:2]1[CH:10]=[C:9]([CH3:11])[CH:8]=[CH:7][C:3]=1[C:4]([NH2:6])=[O:5].[CH:12](O)=O, predict the reaction product. (7) Given the reactants [H-].[Al+3].[Li+].[H-].[H-].[H-].[F:7][C:8]([F:24])([F:23])[O:9][C:10]1[CH:15]=[CH:14][C:13]([C:16]2([C:21]#[N:22])[CH2:20][CH2:19][CH2:18][CH2:17]2)=[CH:12][CH:11]=1, predict the reaction product. The product is: [F:7][C:8]([F:23])([F:24])[O:9][C:10]1[CH:11]=[CH:12][C:13]([C:16]2([CH2:21][NH2:22])[CH2:20][CH2:19][CH2:18][CH2:17]2)=[CH:14][CH:15]=1. (8) Given the reactants [C:1]([N:5]=[C:6]=[S:7])([CH3:4])([CH3:3])[CH3:2].[CH:8]1([NH2:13])[CH2:12][CH2:11][CH2:10][CH2:9]1.CCN(C(C)C)C(C)C, predict the reaction product. The product is: [C:1]([NH:5][C:6]([NH:13][CH:8]1[CH2:12][CH2:11][CH2:10][CH2:9]1)=[S:7])([CH3:4])([CH3:3])[CH3:2]. (9) Given the reactants [Si:1]([O:8][CH2:9][C:10]1[CH:11]=[C:12]([CH:15]([C:17]2[C:18]([Cl:23])=[N:19][CH:20]=[N:21][CH:22]=2)[OH:16])[O:13][CH:14]=1)([C:4]([CH3:7])([CH3:6])[CH3:5])([CH3:3])[CH3:2], predict the reaction product. The product is: [Si:1]([O:8][CH2:9][C:10]1[CH:11]=[C:12]([C:15]([C:17]2[C:18]([Cl:23])=[N:19][CH:20]=[N:21][CH:22]=2)=[O:16])[O:13][CH:14]=1)([C:4]([CH3:7])([CH3:5])[CH3:6])([CH3:3])[CH3:2].